Task: Regression/Classification. Given a drug SMILES string, predict its absorption, distribution, metabolism, or excretion properties. Task type varies by dataset: regression for continuous measurements (e.g., permeability, clearance, half-life) or binary classification for categorical outcomes (e.g., BBB penetration, CYP inhibition). For this dataset (solubility_aqsoldb), we predict Y.. Dataset: Aqueous solubility values for 9,982 compounds from the AqSolDB database (1) The molecule is Nc1nc(N)nc(N)n1.O=c1[nH]c(=O)[nH]c(=O)[nH]1. The Y is -4.98 log mol/L. (2) The compound is CCN(C(N)=O)c1ccccc1C. The Y is -0.210 log mol/L. (3) The drug is CN(C)c1ccc(C(O)(c2ccc(N(C)C)cc2)c2ccc(Nc3ccccc3)c3ccccc23)cc1. The Y is -6.99 log mol/L. (4) The drug is OCc1ccccc1O. The Y is -0.295 log mol/L. (5) The molecule is COCC(C)OCC(C)OC(C)CO. The Y is 0.685 log mol/L. (6) The compound is NNC(N)=S. The Y is -0.846 log mol/L. (7) The compound is Cc1cccc(Br)c1. The Y is -3.52 log mol/L. (8) The molecule is O=C(O)c1ccccc1CO. The Y is -1.55 log mol/L. (9) The drug is CCC(Cl)Cl. The Y is -1.62 log mol/L. (10) The molecule is Cc1ccc(C)c(O)c1C. The Y is -1.94 log mol/L.